Predict the reaction yield, written as a fraction of the theoretical maximum amount of product (1.0 means a 100% yield; for example, 0.34 means a 34% yield). From a dataset of Reaction yield outcomes from USPTO patents with 853,638 reactions. (1) The reactants are [CH3:1][C:2]([CH3:36])([CH3:35])[C:3](=[O:34])[CH2:4][N:5]1[C:10](=[O:11])[C:9]([CH2:12][C:13]2[CH:18]=[CH:17][C:16]([C:19]3[C:20]([C:25]#[N:26])=[CH:21][CH:22]=[CH:23][CH:24]=3)=[CH:15][CH:14]=2)=[C:8]([CH2:27][CH2:28][CH3:29])[N:7]2[N:30]=[C:31]([CH3:33])[N:32]=[C:6]12.[BH4-].[Na+]. The catalyst is CO. The product is [OH:34][CH:3]([C:2]([CH3:1])([CH3:36])[CH3:35])[CH2:4][N:5]1[C:10](=[O:11])[C:9]([CH2:12][C:13]2[CH:14]=[CH:15][C:16]([C:19]3[C:20]([C:25]#[N:26])=[CH:21][CH:22]=[CH:23][CH:24]=3)=[CH:17][CH:18]=2)=[C:8]([CH2:27][CH2:28][CH3:29])[N:7]2[N:30]=[C:31]([CH3:33])[N:32]=[C:6]12. The yield is 0.840. (2) The reactants are C1(P(=O)(C2C=CC=CC=2)C2C=CC=CC=2)C=CC=CC=1.FC(F)(F)S(OS(C(F)(F)F)(=O)=O)(=O)=O.C([S:43][CH:44]([CH2:69][N:70]1[CH2:75][CH2:74][O:73][CH2:72][CH2:71]1)[CH2:45][NH:46][C:47]([C:49]1[NH:50][C:51]2[C:56]([CH:57]=1)=[CH:55][CH:54]=[CH:53][C:52]=2[N:58]([CH3:68])[S:59]([C:62]1[CH:63]=[N:64][CH:65]=[CH:66][CH:67]=1)(=[O:61])=[O:60])=O)C1C=CC=CC=1.CSC. The catalyst is C(#N)C.ClCCl.C(OCC)(=O)C.[Cl-].[Na+].O. The product is [CH3:68][N:58]([C:52]1[CH:53]=[CH:54][CH:55]=[C:56]2[C:51]=1[NH:50][C:49]([C:47]1[S:43][CH:44]([CH2:69][N:70]3[CH2:71][CH2:72][O:73][CH2:74][CH2:75]3)[CH2:45][N:46]=1)=[CH:57]2)[S:59]([C:62]1[CH:63]=[N:64][CH:65]=[CH:66][CH:67]=1)(=[O:60])=[O:61]. The yield is 0.110. (3) The reactants are [CH3:1][N:2]([CH3:16])[CH2:3][CH2:4][NH:5][C:6]1[CH:15]=[CH:14][C:9]([C:10]([O:12][CH3:13])=[O:11])=[CH:8][CH:7]=1.C(=O)(OC(C)(C)C)[O:18][C:19]([O:21][C:22]([CH3:25])([CH3:24])[CH3:23])=O. The catalyst is C1COCC1. The product is [CH3:16][N:2]([CH3:1])[CH2:3][CH2:4][N:5]([C:19]([O:21][C:22]([CH3:25])([CH3:24])[CH3:23])=[O:18])[C:6]1[CH:15]=[CH:14][C:9]([C:10]([O:12][CH3:13])=[O:11])=[CH:8][CH:7]=1. The yield is 0.740. (4) The reactants are [C:1]([O:7][CH2:8][N:9]1[C:13]2[N:14]=[CH:15][N:16]=[C:17]([C:18]3[CH:19]=[N:20][N:21]([C@@H:23]([CH:27]4[CH2:31][CH2:30][CH2:29][CH2:28]4)[CH2:24][CH:25]=O)[CH:22]=3)[C:12]=2[CH:11]=[CH:10]1)(=[O:6])[C:2]([CH3:5])([CH3:4])[CH3:3].O1CCCC1.[OH-].[NH4+:38].II. The catalyst is O. The product is [C:1]([O:7][CH2:8][N:9]1[C:13]2[N:14]=[CH:15][N:16]=[C:17]([C:18]3[CH:19]=[N:20][N:21]([C@@H:23]([CH:27]4[CH2:31][CH2:30][CH2:29][CH2:28]4)[CH2:24][C:25]#[N:38])[CH:22]=3)[C:12]=2[CH:11]=[CH:10]1)(=[O:6])[C:2]([CH3:4])([CH3:5])[CH3:3]. The yield is 0.868. (5) The reactants are [NH2:1][C:2]1[CH:7]=[CH:6][CH:5]=[CH:4][N:3]=1.[F:8][C:9]([F:16])([F:15])[C:10]([O:12]CC)=O.[Cl:17][C:18]1[CH:23]=[CH:22][C:21]([CH2:24]Cl)=[CH:20][N:19]=1.C(=O)([O-])[O-].[K+].[K+]. The catalyst is CN(C)C=O.C1(C)C=CC=CC=1.O.CO. The product is [Cl:17][C:18]1[N:19]=[CH:20][C:21]([CH2:24][N:3]2[CH:4]=[CH:5][CH:6]=[CH:7][C:2]2=[N:1][C:10](=[O:12])[C:9]([F:8])([F:15])[F:16])=[CH:22][CH:23]=1. The yield is 0.759.